From a dataset of Forward reaction prediction with 1.9M reactions from USPTO patents (1976-2016). Predict the product of the given reaction. (1) The product is: [CH2:12]([NH:19][C:2]1[N:3]=[N:4][C:5]([Cl:11])=[CH:6][C:7]=1[C:8]([OH:10])=[O:9])[C:13]1[CH:18]=[CH:17][CH:16]=[CH:15][CH:14]=1. Given the reactants Cl[C:2]1[N:3]=[N:4][C:5]([Cl:11])=[CH:6][C:7]=1[C:8]([OH:10])=[O:9].[CH2:12]([NH2:19])[C:13]1[CH:18]=[CH:17][CH:16]=[CH:15][CH:14]=1, predict the reaction product. (2) The product is: [CH3:1][N:2]1[C:6]2[S:7][CH:8]=[C:9]([C:10]3[CH:11]=[CH:12][CH:13]=[CH:14][CH:15]=3)[C:5]=2[C:4]([N:18]2[CH2:23][CH2:22][CH:21]([CH2:24][O:25][CH2:26][CH2:27][N:28]3[CH2:29][CH2:30][CH2:31][CH2:32]3)[CH2:20][CH2:19]2)=[N:3]1. Given the reactants [CH3:1][N:2]1[C:6]2[S:7][C:8](C#N)=[C:9]([C:10]3[CH:15]=[CH:14][CH:13]=[CH:12][CH:11]=3)[C:5]=2[C:4]([N:18]2[CH2:23][CH2:22][CH:21]([CH2:24][O:25][CH2:26][CH2:27][N:28]3[CH2:32][CH2:31][CH2:30][CH2:29]3)[CH2:20][CH2:19]2)=[N:3]1.[OH-].[Na+].CO, predict the reaction product. (3) Given the reactants [Br:1][C:2]1[CH:3]=[CH:4][C:5]2[NH:9][C:8](COCC)([CH3:10])[N:7]([C:15]([CH3:18])([CH3:17])[CH3:16])[C:6]=2[CH:19]=1, predict the reaction product. The product is: [Br:1][C:2]1[CH:3]=[CH:4][C:5]2[N:9]=[C:8]([CH3:10])[N:7]([C:15]([CH3:17])([CH3:16])[CH3:18])[C:6]=2[CH:19]=1. (4) Given the reactants [Cl:1][C:2]1[CH:3]=[C:4]([N:10]2[C:14]([CH3:15])=[C:13]([O:16][C:17]3[CH:25]=[CH:24][C:20]([C:21]([OH:23])=O)=[CH:19][CH:18]=3)[C:12]([CH3:26])=[N:11]2)[CH:5]=[CH:6][C:7]=1[C:8]#[N:9].[C:27]([NH:30][NH2:31])(=[O:29])[CH3:28], predict the reaction product. The product is: [C:27]([NH:30][NH:31][C:21](=[O:23])[C:20]1[CH:24]=[CH:25][C:17]([O:16][C:13]2[C:12]([CH3:26])=[N:11][N:10]([C:4]3[CH:5]=[CH:6][C:7]([C:8]#[N:9])=[C:2]([Cl:1])[CH:3]=3)[C:14]=2[CH3:15])=[CH:18][CH:19]=1)(=[O:29])[CH3:28]. (5) Given the reactants [O:1]=[C:2]1[C:6]2([CH2:11][CH2:10][NH:9][CH2:8][CH2:7]2)[CH2:5][CH2:4][N:3]1[C:12]1[N:17]=[CH:16][C:15]([C:18]#[N:19])=[CH:14][CH:13]=1.[CH3:20][C:21]1[C:29]2[CH2:28][O:27][C:26](=[O:30])[C:25]=2[CH:24]=[CH:23][C:22]=1[C@@H:31]1[CH2:33][O:32]1.C(O)(C(F)(F)F)=O, predict the reaction product. The product is: [OH:32][C@H:31]([C:22]1[CH:23]=[CH:24][C:25]2[C:26](=[O:30])[O:27][CH2:28][C:29]=2[C:21]=1[CH3:20])[CH2:33][N:9]1[CH2:8][CH2:7][C:6]2([C:2](=[O:1])[N:3]([C:12]3[N:17]=[CH:16][C:15]([C:18]#[N:19])=[CH:14][CH:13]=3)[CH2:4][CH2:5]2)[CH2:11][CH2:10]1. (6) Given the reactants [BH4-].[Na+].[Cl:3][C:4]1[N:8]2[CH:9]=[C:10]([C:17]3[CH:21]=[CH:20][O:19][CH:18]=3)[CH:11]=[C:12]([C:13]([F:16])([F:15])[F:14])[C:7]2=[N:6][C:5]=1[C:22]([N:24]1[CH2:29][CH2:28][CH:27]([N:30]2[C:34](=O)[CH2:33][O:32][C:31]2=[O:36])[CH2:26][CH2:25]1)=[O:23].C(=O)(O)[O-].[Na+].CCN(CC)CC.CS(Cl)(=O)=O, predict the reaction product. The product is: [Cl:3][C:4]1[N:8]2[CH:9]=[C:10]([C:17]3[CH:21]=[CH:20][O:19][CH:18]=3)[CH:11]=[C:12]([C:13]([F:14])([F:15])[F:16])[C:7]2=[N:6][C:5]=1[C:22]([N:24]1[CH2:29][CH2:28][CH:27]([N:30]2[CH:34]=[CH:33][O:32][C:31]2=[O:36])[CH2:26][CH2:25]1)=[O:23]. (7) Given the reactants CO[CH:3]([O:10]C)[C:4]1[S:5][CH:6]=[C:7](Br)[CH:8]=1.[Cu](C#N)[C:13]#[N:14].C(OCC)(=O)C, predict the reaction product. The product is: [C:13]([C:7]1[CH:8]=[C:4]([CH:3]=[O:10])[S:5][CH:6]=1)#[N:14]. (8) Given the reactants [F:1][C:2]([F:36])([O:7][C:8]1[CH:13]=[CH:12][C:11]([N:14]2[CH:18]=[N:17][C:16]([C:19]3[CH:20]=[C:21]4[C:25](=[CH:26][CH:27]=3)[CH2:24][CH:23]([NH:28]C(=O)OC(C)(C)C)[CH2:22]4)=[N:15]2)=[CH:10][CH:9]=1)[C:3]([F:6])([F:5])[F:4].FC(F)(F)C(O)=O.[OH-].[Na+], predict the reaction product. The product is: [F:36][C:2]([F:1])([O:7][C:8]1[CH:13]=[CH:12][C:11]([N:14]2[CH:18]=[N:17][C:16]([C:19]3[CH:20]=[C:21]4[C:25](=[CH:26][CH:27]=3)[CH2:24][CH:23]([NH2:28])[CH2:22]4)=[N:15]2)=[CH:10][CH:9]=1)[C:3]([F:6])([F:5])[F:4]. (9) The product is: [Cl:1][C:2]1[C:3]([C:26]2[CH:66]=[N:67][N:28]3[CH:29]=[CH:34][CH:33]=[CH:32][C:27]=23)=[N:4][C:5]([NH:8][C:9]2[CH:14]=[C:13]([NH:44][C:45](=[O:47])[CH3:46])[CH:12]=[CH:11][C:10]=2[O:24][CH3:25])=[N:6][CH:7]=1. Given the reactants [Cl:1][C:2]1[C:3]([C:26]2N3C=[CH:32][CH:33]=[CH:34][C:29]3=[N:28][CH:27]=2)=[N:4][C:5]([NH:8][C:9]2[CH:14]=[CH:13][C:12](CC(NC3CCNC3)=O)=[CH:11][C:10]=2[O:24][CH3:25])=[N:6][CH:7]=1.NC1C=C([NH:44][C:45](=[O:47])[CH3:46])C=CC=1OC.O.CC1C=CC(S(O)(=O)=O)=CC=1.C([O-])([O-])=O.[K+].[K+].[CH3:66][N:67]1C(=O)CCC1, predict the reaction product.